Dataset: Full USPTO retrosynthesis dataset with 1.9M reactions from patents (1976-2016). Task: Predict the reactants needed to synthesize the given product. (1) Given the product [C:1]([O:4][CH2:5][CH:6]([OH:7])[C:8]1[CH:13]=[CH:12][CH:11]=[C:10]([N+:14]([O-:16])=[O:15])[CH:9]=1)(=[O:3])[CH3:2], predict the reactants needed to synthesize it. The reactants are: [C:1]([O:4][CH2:5][C:6]([C:8]1[CH:13]=[CH:12][CH:11]=[C:10]([N+:14]([O-:16])=[O:15])[CH:9]=1)=[O:7])(=[O:3])[CH3:2].[BH4-].[Na+].O. (2) Given the product [OH:31][CH2:30][CH2:29][N:23]1[CH2:28][CH2:27][N:26]([C:18]([C:12]2[S:13][C:14]3[CH2:15][CH2:16][O:17][C:8]4[CH:7]=[C:6]([C:4]5[CH:3]=[N:2][NH:1][CH:5]=5)[CH:22]=[CH:21][C:9]=4[C:10]=3[N:11]=2)=[O:19])[CH2:25][CH2:24]1, predict the reactants needed to synthesize it. The reactants are: [NH:1]1[CH:5]=[C:4]([C:6]2[CH:22]=[CH:21][C:9]3[C:10]4[N:11]=[C:12]([C:18](O)=[O:19])[S:13][C:14]=4[CH2:15][CH2:16][O:17][C:8]=3[CH:7]=2)[CH:3]=[N:2]1.[N:23]1([CH2:29][CH2:30][OH:31])[CH2:28][CH2:27][NH:26][CH2:25][CH2:24]1. (3) Given the product [N+:29](=[C:11]([C:10]([C:3]1[C:2]([F:1])=[CH:7][CH:6]=[C:5]([O:8][CH3:9])[N:4]=1)=[O:14])[C:12]#[N:13])=[N-:30], predict the reactants needed to synthesize it. The reactants are: [F:1][C:2]1[C:3]([C:10](=[O:14])[CH2:11][C:12]#[N:13])=[N:4][C:5]([O:8][CH3:9])=[CH:6][CH:7]=1.N1C=CC=CC=1.N1(S([N:29]=[N+:30]=[N-])(=O)=O)C=CN=C1. (4) Given the product [Cl-:14].[CH2:1]([O:8][C:9]1[CH:16]=[CH:15][C:12]([CH2:13][P+:23]([C:24]2[CH:25]=[CH:26][CH:27]=[CH:28][CH:29]=2)([C:30]2[CH:35]=[CH:34][CH:33]=[CH:32][CH:31]=2)[C:17]2[CH:18]=[CH:19][CH:20]=[CH:21][CH:22]=2)=[CH:11][CH:10]=1)[C:2]1[CH:7]=[CH:6][CH:5]=[CH:4][CH:3]=1, predict the reactants needed to synthesize it. The reactants are: [CH2:1]([O:8][C:9]1[CH:16]=[CH:15][C:12]([CH2:13][Cl:14])=[CH:11][CH:10]=1)[C:2]1[CH:7]=[CH:6][CH:5]=[CH:4][CH:3]=1.[C:17]1([P:23]([C:30]2[CH:35]=[CH:34][CH:33]=[CH:32][CH:31]=2)[C:24]2[CH:29]=[CH:28][CH:27]=[CH:26][CH:25]=2)[CH:22]=[CH:21][CH:20]=[CH:19][CH:18]=1.CCOCC. (5) Given the product [CH2:42]([N:1]1[CH2:6][CH2:5][CH:4]([CH2:7][C:8]2[N:9]([C:28]3[CH:29]=[CH:30][C:31]([O:34][C:35]4[CH:40]=[CH:39][C:38]([Cl:41])=[CH:37][CH:36]=4)=[CH:32][CH:33]=3)[CH:10]=[C:11]([C:13]3[CH:14]=[CH:15][C:16]([O:17][CH2:18][CH2:19][CH2:20][N:21]([CH2:24][CH3:25])[CH2:22][CH3:23])=[CH:26][CH:27]=3)[N:12]=2)[CH2:3][CH2:2]1)[CH3:43], predict the reactants needed to synthesize it. The reactants are: [NH:1]1[CH2:6][CH2:5][CH:4]([CH2:7][C:8]2[N:9]([C:28]3[CH:33]=[CH:32][C:31]([O:34][C:35]4[CH:40]=[CH:39][C:38]([Cl:41])=[CH:37][CH:36]=4)=[CH:30][CH:29]=3)[CH:10]=[C:11]([C:13]3[CH:27]=[CH:26][C:16]([O:17][CH2:18][CH2:19][CH2:20][N:21]([CH2:24][CH3:25])[CH2:22][CH3:23])=[CH:15][CH:14]=3)[N:12]=2)[CH2:3][CH2:2]1.[CH:42](=O)[CH3:43].[BH-](OC(C)=O)(OC(C)=O)OC(C)=O.[Na+]. (6) Given the product [CH3:39][O:38][C:35]1[C:34]([CH3:40])=[CH:33][N:32]=[C:31]([CH2:30][N:28]2[N:29]=[C:11]3[CH:10]=[C:9]([CH2:8][CH2:47][N:46]4[CH2:49][CH2:50][O:2][CH2:45][CH2:44]4)[C:18]4[CH2:17][S:16][N:15]=[C:14]([NH:19][C:20](=[O:26])[O:21][C:22]([CH3:24])([CH3:23])[CH3:25])[C:13]([C:12]=43)=[N:27]2)[C:36]=1[CH3:37], predict the reactants needed to synthesize it. The reactants are: S(Cl)(C)(=O)=[O:2].OC[CH2:8][C:9]1[C:18]2[CH2:17][S:16][N:15]=[C:14]([NH:19][C:20](=[O:26])[O:21][C:22]([CH3:25])([CH3:24])[CH3:23])[C:13]3=[N:27][N:28]([CH2:30][C:31]4[C:36]([CH3:37])=[C:35]([O:38][CH3:39])[C:34]([CH3:40])=[CH:33][N:32]=4)[N:29]=[C:11]([C:12]=23)[CH:10]=1.ClCCl.[CH2:44]([N:46]([CH2:49][CH3:50])[CH2:47]C)[CH3:45]. (7) Given the product [Br:13][C:11]1[CH:10]=[CH:9][C:7]2[O:8][C:4]([CH2:1][CH3:2])=[CH:5][C:6]=2[CH:12]=1, predict the reactants needed to synthesize it. The reactants are: [C:1]([C:4]1[O:8][C:7]2[CH:9]=[CH:10][C:11]([Br:13])=[CH:12][C:6]=2[CH:5]=1)(=O)[CH3:2].O.NN.[OH-].[K+].C1(C)C=CC=CC=1.